Dataset: Forward reaction prediction with 1.9M reactions from USPTO patents (1976-2016). Task: Predict the product of the given reaction. (1) The product is: [CH:9]1([N:6]2[CH:5]=[C:4]([N+:1]([O-:3])=[O:2])[CH:8]=[N:7]2)[CH2:11][CH2:10]1. Given the reactants [N+:1]([C:4]1[CH:5]=[N:6][NH:7][CH:8]=1)([O-:3])=[O:2].[CH:9]1(B(O)O)[CH2:11][CH2:10]1.C(=O)([O-])[O-].[Na+].[Na+].ClC(Cl)C, predict the reaction product. (2) Given the reactants [CH3:1][CH:2]([O:4][C:5]1[CH:6]=[C:7]([O:25][C:26]2[CH:31]=[CH:30][C:29]([S:32]([CH3:35])(=[O:34])=[O:33])=[CH:28][N:27]=2)[CH:8]=[C:9]2[C:13]=1[NH:12][C:11]([C:14]1[S:15][CH:16]([CH2:19][C:20]([O:22]CC)=[O:21])[CH2:17][N:18]=1)=[CH:10]2)[CH3:3].O1CCCC1.[OH-].[Na+].Cl, predict the reaction product. The product is: [CH3:3][CH:2]([O:4][C:5]1[CH:6]=[C:7]([O:25][C:26]2[CH:31]=[CH:30][C:29]([S:32]([CH3:35])(=[O:33])=[O:34])=[CH:28][N:27]=2)[CH:8]=[C:9]2[C:13]=1[NH:12][C:11]([C:14]1[S:15][CH:16]([CH2:19][C:20]([OH:22])=[O:21])[CH2:17][N:18]=1)=[CH:10]2)[CH3:1].